Dataset: Forward reaction prediction with 1.9M reactions from USPTO patents (1976-2016). Task: Predict the product of the given reaction. (1) Given the reactants C[O:2][C:3](=[O:46])[CH2:4][C@H:5]([OH:45])[CH2:6][C@H:7]([OH:44])[CH2:8][CH2:9][C:10]1[N:11]([CH:41]([CH3:43])[CH3:42])[C:12]([C:28](=[O:40])[NH:29][C:30]2[CH:35]=[CH:34][CH:33]=[C:32]([S:36](=[O:39])(=[O:38])[NH2:37])[CH:31]=2)=[C:13]([C:22]2[CH:27]=[CH:26][CH:25]=[CH:24][CH:23]=2)[C:14]=1[C:15]1[CH:20]=[CH:19][C:18]([F:21])=[CH:17][CH:16]=1.C(O)C.O.[OH-].[Na+:52], predict the reaction product. The product is: [Na+:52].[F:21][C:18]1[CH:17]=[CH:16][C:15]([C:14]2[C:13]([C:22]3[CH:23]=[CH:24][CH:25]=[CH:26][CH:27]=3)=[C:12]([C:28](=[O:40])[NH:29][C:30]3[CH:35]=[CH:34][CH:33]=[C:32]([S:36](=[O:38])(=[O:39])[NH2:37])[CH:31]=3)[N:11]([CH:41]([CH3:43])[CH3:42])[C:10]=2[CH2:9][CH2:8][C@@H:7]([OH:44])[CH2:6][C@@H:5]([OH:45])[CH2:4][C:3]([O-:46])=[O:2])=[CH:20][CH:19]=1. (2) Given the reactants [NH:1]1[C:9]2[C:4](=[CH:5][CH:6]=[CH:7][CH:8]=2)[C@:3]2([C:21]3[C:12](=[CH:13][C:14]4[O:19][CH2:18][CH2:17][O:16][C:15]=4[CH:20]=3)[O:11][CH2:10]2)[C:2]1=[O:22].N1C2[C:26](=[CH:27]C=CC=2)[C@@:25]2([C:43]3C(=CC4OCCOC=4[CH:42]=3)OC2)C1=O, predict the reaction product. The product is: [CH2:27]([N:1]1[C:9]2[C:4](=[CH:5][CH:6]=[CH:7][CH:8]=2)[C@:3]2([C:21]3[C:12](=[CH:13][C:14]4[O:19][CH2:18][CH2:17][O:16][C:15]=4[CH:20]=3)[O:11][CH2:10]2)[C:2]1=[O:22])[CH2:26][CH2:25][CH2:43][CH3:42]. (3) Given the reactants Br[C:2]1[N:3]=[C:4]2[C:10]([C:11](=[O:20])[C:12]([CH3:19])([CH3:18])[CH2:13][CH2:14][CH2:15][C:16]#[N:17])=[CH:9][NH:8][C:5]2=[N:6][CH:7]=1.[CH3:21][O:22][C:23]1[CH:24]=[C:25](B(O)O)[CH:26]=[C:27]([O:31][CH3:32])[C:28]=1[O:29][CH3:30].C(=O)([O-])[O-].[K+].[K+].C(Cl)Cl, predict the reaction product. The product is: [CH3:18][C:12]([CH3:19])([C:11](=[O:20])[C:10]1[C:4]2[C:5](=[N:6][CH:7]=[C:2]([C:25]3[CH:26]=[C:27]([O:31][CH3:32])[C:28]([O:29][CH3:30])=[C:23]([O:22][CH3:21])[CH:24]=3)[N:3]=2)[NH:8][CH:9]=1)[CH2:13][CH2:14][CH2:15][C:16]#[N:17].